Predict the reactants needed to synthesize the given product. From a dataset of Full USPTO retrosynthesis dataset with 1.9M reactions from patents (1976-2016). Given the product [CH3:15][C:13]1[CH:12]=[C:11]([OH:1])[CH:10]=[C:9]2[C:14]=1[NH:6][N:7]=[CH:8]2, predict the reactants needed to synthesize it. The reactants are: [OH-:1].[Li+].C([N:6]1[C:14]2[C:9](=[CH:10][C:11](CC([O-])=O)=[CH:12][C:13]=2[CH3:15])[CH:8]=[N:7]1)(=O)C.[Cl-].[NH4+].